Dataset: Forward reaction prediction with 1.9M reactions from USPTO patents (1976-2016). Task: Predict the product of the given reaction. (1) Given the reactants Br[C:2]1[CH:19]=[CH:18][C:5]([O:6][C:7]2[C:8]3[CH:15]=[CH:14][C:13]([O:16][CH3:17])=[CH:12][C:9]=3[S:10][CH:11]=2)=[CH:4][CH:3]=1.[C:20]([O:24][C:25]([CH3:28])([CH3:27])[CH3:26])(=[O:23])[CH:21]=[CH2:22].C(N(CC)CC)C, predict the reaction product. The product is: [CH3:17][O:16][C:13]1[CH:14]=[CH:15][C:8]2[C:7]([O:6][C:5]3[CH:18]=[CH:19][C:2](/[CH:22]=[CH:21]/[C:20]([O:24][C:25]([CH3:28])([CH3:27])[CH3:26])=[O:23])=[CH:3][CH:4]=3)=[CH:11][S:10][C:9]=2[CH:12]=1. (2) Given the reactants [C:1]([O:5][C:6]([NH:8][CH:9]1[CH2:14][CH2:13][CH2:12][N:11]([C:15]2[N:19]([CH2:20][C:21]#[C:22][CH3:23])[C:18]([C:24]([O:26]CC)=[O:25])=[CH:17][N:16]=2)[CH2:10]1)=[O:7])([CH3:4])([CH3:3])[CH3:2].Cl, predict the reaction product. The product is: [C:1]([O:5][C:6]([NH:8][CH:9]1[CH2:14][CH2:13][CH2:12][N:11]([C:15]2[N:19]([CH2:20][C:21]#[C:22][CH3:23])[C:18]([C:24]([OH:26])=[O:25])=[CH:17][N:16]=2)[CH2:10]1)=[O:7])([CH3:4])([CH3:2])[CH3:3]. (3) The product is: [CH3:1][O:2][C:3](=[O:23])[CH:4]([CH2:18][CH2:19][CH2:20][CH2:21][NH:22][C:29]([CH:28]1[CH2:32][CH2:33][CH2:34][N:27]1[C:24](=[O:26])[CH3:25])=[O:30])[C:5]1[C:13]2[C:8](=[CH:9][CH:10]=[CH:11][CH:12]=2)[N:7]([C:14]([O:16][CH3:17])=[O:15])[CH:6]=1. Given the reactants [CH3:1][O:2][C:3](=[O:23])[CH:4]([CH2:18][CH2:19][CH2:20][CH2:21][NH2:22])[C:5]1[C:13]2[C:8](=[CH:9][CH:10]=[CH:11][CH:12]=2)[N:7]([C:14]([O:16][CH3:17])=[O:15])[CH:6]=1.[C:24]([N:27]1[CH2:34][CH2:33][CH2:32][C@H:28]1[C:29](O)=[O:30])(=[O:26])[CH3:25].ON1C(=O)CCC1=O.C1(N=C=NC2CCCCC2)CCCCC1, predict the reaction product. (4) Given the reactants [CH3:1][C:2]1[CH:3]=[C:4]([C:9]2[N:10]=[CH:11][C:12]([NH:15][C:16](=[O:32])[C:17]3[CH:22]=[C:21]([N:23]4[CH2:28][CH2:27][CH2:26][CH2:25][CH2:24]4)[CH:20]=[CH:19][C:18]=3[N+:29]([O-])=O)=[N:13][CH:14]=2)[CH:5]=[CH:6][C:7]=1[CH3:8], predict the reaction product. The product is: [NH2:29][C:18]1[CH:19]=[CH:20][C:21]([N:23]2[CH2:28][CH2:27][CH2:26][CH2:25][CH2:24]2)=[CH:22][C:17]=1[C:16]([NH:15][C:12]1[CH:11]=[N:10][C:9]([C:4]2[CH:5]=[CH:6][C:7]([CH3:8])=[C:2]([CH3:1])[CH:3]=2)=[CH:14][N:13]=1)=[O:32]. (5) Given the reactants Br[CH2:2][C:3]1[CH:8]=[CH:7][CH:6]=[CH:5][CH:4]=1.[O:9]=[C:10]1[CH2:19][C:12]2([CH2:15][CH:14]([C:16]([OH:18])=[O:17])[CH2:13]2)[CH2:11]1.CCN(C(C)C)C(C)C, predict the reaction product. The product is: [O:9]=[C:10]1[CH2:11][C:12]2([CH2:15][CH:14]([C:16]([O:18][CH2:2][C:3]3[CH:8]=[CH:7][CH:6]=[CH:5][CH:4]=3)=[O:17])[CH2:13]2)[CH2:19]1. (6) The product is: [C:6]([N:9]1[C:18]2[C:13](=[CH:14][C:15]([C:19]3[O:20][C:3](=[O:4])[NH:22][N:21]=3)=[CH:16][CH:17]=2)[CH:12]([NH:23][C:24]2[CH:25]=[CH:26][C:27]([Cl:30])=[CH:28][CH:29]=2)[CH2:11][CH:10]1[CH3:31])(=[O:8])[CH3:7]. Given the reactants C1C[O:4][CH2:3]C1.[C:6]([N:9]1[C:18]2[C:13](=[CH:14][C:15]([C:19]([NH:21][NH2:22])=[O:20])=[CH:16][CH:17]=2)[CH:12]([NH:23][C:24]2[CH:29]=[CH:28][C:27]([Cl:30])=[CH:26][CH:25]=2)[CH2:11][CH:10]1[CH3:31])(=[O:8])[CH3:7].C(N(CC)CC)C, predict the reaction product.